Dataset: Peptide-MHC class I binding affinity with 185,985 pairs from IEDB/IMGT. Task: Regression. Given a peptide amino acid sequence and an MHC pseudo amino acid sequence, predict their binding affinity value. This is MHC class I binding data. (1) The peptide sequence is IISELREL. The MHC is H-2-Db with pseudo-sequence H-2-Db. The binding affinity (normalized) is 0. (2) The peptide sequence is MPVGGQSSF. The MHC is HLA-B57:01 with pseudo-sequence HLA-B57:01. The binding affinity (normalized) is 0.0847. (3) The peptide sequence is RRLTVCGGIMF. The MHC is HLA-A24:03 with pseudo-sequence HLA-A24:03. The binding affinity (normalized) is 0.213. (4) The peptide sequence is SAGVGAVAM. The MHC is HLA-A68:02 with pseudo-sequence HLA-A68:02. The binding affinity (normalized) is 0.191. (5) The MHC is H-2-Kd with pseudo-sequence H-2-Kd. The peptide sequence is AYLVSIFLHL. The binding affinity (normalized) is 0.180. (6) The peptide sequence is ILNRETLLDFV. The binding affinity (normalized) is 0.0847. The MHC is HLA-B53:01 with pseudo-sequence HLA-B53:01.